The task is: Predict which catalyst facilitates the given reaction.. This data is from Catalyst prediction with 721,799 reactions and 888 catalyst types from USPTO. (1) Reactant: [CH:1]([C:4]1[C:8]([CH2:9][CH2:10][C:11]([O:13][CH3:14])=[O:12])=[CH:7][NH:6][N:5]=1)([CH3:3])[CH3:2].Cl[C:16]1[N:17]=[N:18][C:19]([C:22]([F:25])([F:24])[F:23])=[CH:20][CH:21]=1.[H-].[Na+].Cl. Product: [CH:1]([C:4]1[C:8]([CH2:9][CH2:10][C:11]([O:13][CH3:14])=[O:12])=[CH:7][N:6]([C:16]2[N:17]=[N:18][C:19]([C:22]([F:25])([F:24])[F:23])=[CH:20][CH:21]=2)[N:5]=1)([CH3:3])[CH3:2]. The catalyst class is: 9. (2) Reactant: C([O:3][C:4]([C:6]1[C:7]([CH:27]([CH3:29])[CH3:28])=[N:8][C:9]2[C:14]([C:15]=1[CH2:16][C:17]1[CH:22]=[CH:21][CH:20]=[CH:19][C:18]=1[Cl:23])=[CH:13][C:12]([Cl:24])=[CH:11][C:10]=2[O:25][CH3:26])=[O:5])C.[OH-].[Na+]. Product: [Cl:24][C:12]1[CH:13]=[C:14]2[C:9](=[C:10]([O:25][CH3:26])[CH:11]=1)[N:8]=[C:7]([CH:27]([CH3:28])[CH3:29])[C:6]([C:4]([OH:5])=[O:3])=[C:15]2[CH2:16][C:17]1[CH:22]=[CH:21][CH:20]=[CH:19][C:18]=1[Cl:23]. The catalyst class is: 8. (3) Reactant: Cl.[Si]([O:9][CH2:10][CH2:11][C:12]1[CH:38]=[CH:37][C:15]([CH2:16][CH2:17][N:18]2[CH2:36][CH2:35][C:21]3([O:26][CH2:25][CH2:24][N:23]([C:27]([C:29]4[N:30]=[C:31]([CH3:34])[S:32][CH:33]=4)=[O:28])[CH2:22]3)[CH2:20][CH2:19]2)=[CH:14][CH:13]=1)(C(C)(C)C)(C)C. Product: [OH:9][CH2:10][CH2:11][C:12]1[CH:13]=[CH:14][C:15]([CH2:16][CH2:17][N:18]2[CH2:36][CH2:35][C:21]3([O:26][CH2:25][CH2:24][N:23]([C:27]([C:29]4[N:30]=[C:31]([CH3:34])[S:32][CH:33]=4)=[O:28])[CH2:22]3)[CH2:20][CH2:19]2)=[CH:37][CH:38]=1. The catalyst class is: 5.